Task: Regression/Classification. Given a drug SMILES string, predict its absorption, distribution, metabolism, or excretion properties. Task type varies by dataset: regression for continuous measurements (e.g., permeability, clearance, half-life) or binary classification for categorical outcomes (e.g., BBB penetration, CYP inhibition). Dataset: bbb_martins.. Dataset: Blood-brain barrier penetration binary classification data from Martins et al. (1) The compound is CN1CCN(C(=O)Cc2ccc(Cl)c(Cl)c2)[C@@H](CN2CCCC2)C1. The result is 1 (penetrates BBB). (2) The drug is CCN(CC)c1nc2c(s1)c1c(O)c3c(O)c(C)c4c(c32)C(=O)[C@@](C)(O/C=C/[C@H](OC)[C@@H](C)[C@@H](OC(C)=O)[C@H](C)[C@H](O)[C@H](C)[C@@H](O)[C@@H](C)/C=C/C=C(/C)C(=O)N1)O4. The result is 0 (does not penetrate BBB). (3) The compound is NC(N)=NCC1COC2(CCCCC2)O1. The result is 0 (does not penetrate BBB). (4) The molecule is CCNCC(O)c1cccc(O)c1. The result is 0 (does not penetrate BBB).